Dataset: Full USPTO retrosynthesis dataset with 1.9M reactions from patents (1976-2016). Task: Predict the reactants needed to synthesize the given product. Given the product [CH2:23]([O:20][C:19]([C:17]1[CH:16]=[CH:15][CH:14]=[C:13]([C:9]2[CH2:10][CH2:11][CH2:12][C:8]=2[C:6]2[CH:7]=[C:2]([F:1])[CH:3]=[CH:4][C:5]=2[O:22][CH2:31][C:32]2[CH:39]=[CH:37][CH:36]=[CH:34][CH:33]=2)[N:18]=1)=[O:21])[C:24]1[CH:29]=[CH:28][CH:27]=[CH:26][CH:25]=1, predict the reactants needed to synthesize it. The reactants are: [F:1][C:2]1[CH:3]=[CH:4][C:5]([OH:22])=[C:6]([C:8]2[CH2:12][CH2:11][CH2:10][C:9]=2[C:13]2[N:18]=[C:17]([C:19]([OH:21])=[O:20])[CH:16]=[CH:15][CH:14]=2)[CH:7]=1.[CH2:23](Br)[C:24]1[CH:29]=[CH:28][CH:27]=[CH:26][CH:25]=1.[CH3:31][C:32](=O)[CH2:33][CH3:34].[CH3:36][C:37]([CH3:39])=O.